Dataset: Catalyst prediction with 721,799 reactions and 888 catalyst types from USPTO. Task: Predict which catalyst facilitates the given reaction. (1) Reactant: [OH:1][CH2:2][CH2:3][CH2:4][C:5]([NH2:7])=[S:6].Br[CH2:9][C:10]([C:12]1[CH:17]=[CH:16][C:15]([C:18]([F:21])([F:20])[F:19])=[CH:14][CH:13]=1)=O. Product: [F:19][C:18]([F:20])([F:21])[C:15]1[CH:14]=[CH:13][C:12]([C:10]2[N:7]=[C:5]([CH2:4][CH2:3][CH2:2][OH:1])[S:6][CH:9]=2)=[CH:17][CH:16]=1. The catalyst class is: 14. (2) Reactant: [CH3:1][O:2][C:3]1[N:11]=[CH:10][CH:9]=[CH:8][C:4]=1[C:5]([OH:7])=[O:6].[Br:12]Br. The catalyst class is: 6. Product: [Br:12][C:9]1[CH:10]=[N:11][C:3]([O:2][CH3:1])=[C:4]([CH:8]=1)[C:5]([OH:7])=[O:6]. (3) Reactant: [N+:1]([C:4]1[CH:16]=[CH:15][C:7]([CH:8]=[N:9][CH2:10][Si](C)(C)C)=[CH:6][CH:5]=1)([O-:3])=[O:2].[C:17](Cl)(=[O:19])[CH3:18].[C:21]([O:25][CH2:26][CH3:27])(=[O:24])[CH:22]=[CH2:23]. Product: [CH2:26]([O:25][C:21]([CH:22]1[CH2:23][CH2:10][N:9]([C:17](=[O:19])[CH3:18])[CH:8]1[C:7]1[CH:15]=[CH:16][C:4]([N+:1]([O-:3])=[O:2])=[CH:5][CH:6]=1)=[O:24])[CH3:27]. The catalyst class is: 7. (4) Reactant: C([O:5][C:6](=O)[NH:7][C:8]1[CH:13]=[CH:12][CH:11]=[C:10]([CH2:14][O:15][C:16]2[CH:21]=[CH:20][C:19]([C:22]3[CH:27]=[CH:26][C:25]([F:28])=[CH:24][C:23]=3[F:29])=[CH:18][CH:17]=2)[CH:9]=1)(C)(C)C.C(N(CC)CC)C.[C@@H:38]1(C(O)=O)[CH2:42][CH2:41][CH2:40][C@@H:39]1[C:43]([OH:45])=[O:44].CN(C(ON1N=NC2C=CC=NC1=2)=[N+](C)C)C.F[P-](F)(F)(F)(F)F. Product: [F:29][C:23]1[CH:24]=[C:25]([F:28])[CH:26]=[CH:27][C:22]=1[C:19]1[CH:18]=[CH:17][C:16]([O:15][CH2:14][C:10]2[CH:9]=[C:8]([NH:7][C:6]([C@H:38]3[CH2:42][CH2:41][CH2:40][C@H:39]3[C:43]([OH:45])=[O:44])=[O:5])[CH:13]=[CH:12][CH:11]=2)=[CH:21][CH:20]=1. The catalyst class is: 329. (5) Reactant: [Cl:1][C:2]1[C:3]([C:14](=[N:27][O:28][CH3:29])[CH2:15][N:16]2C(=O)C3=CC=CC=C3C2=O)=[N:4][CH:5]=[C:6]([O:8][CH2:9][C:10]([F:13])([F:12])[F:11])[CH:7]=1.O.NN.O. Product: [CH3:29][O:28][N:27]=[C:14]([C:3]1[C:2]([Cl:1])=[CH:7][C:6]([O:8][CH2:9][C:10]([F:13])([F:11])[F:12])=[CH:5][N:4]=1)[CH2:15][NH2:16]. The catalyst class is: 8. (6) Reactant: [Br:1][C:2]1[CH:7]=[CH:6][C:5]([S:8]([CH3:11])(=[O:10])=[O:9])=[CH:4][C:3]=1F.[CH3:13][O-:14].[Na+]. Product: [Br:1][C:2]1[CH:7]=[CH:6][C:5]([S:8]([CH3:11])(=[O:10])=[O:9])=[CH:4][C:3]=1[O:14][CH3:13]. The catalyst class is: 5. (7) Reactant: [H-].[Al+3].[Li+].[H-].[H-].[H-].[C:7]1([C@@:13]2([CH2:25][C:26]#[N:27])[CH2:15][C@H:14]2[CH2:16][O:17][CH2:18][C:19]2[CH:24]=[CH:23][CH:22]=[CH:21][CH:20]=2)[CH:12]=[CH:11][CH:10]=[CH:9][CH:8]=1. Product: [C:7]1([C@@:13]2([CH2:25][CH2:26][NH2:27])[CH2:15][C@H:14]2[CH2:16][O:17][CH2:18][C:19]2[CH:24]=[CH:23][CH:22]=[CH:21][CH:20]=2)[CH:8]=[CH:9][CH:10]=[CH:11][CH:12]=1. The catalyst class is: 27. (8) Reactant: [CH2:1]([O:8][C:9](=[O:31])[C@H:10]([CH2:27][CH:28]([CH3:30])[CH3:29])[NH:11][C:12](=[O:26])[C@H:13]1[CH2:17][CH2:16][CH2:15][N:14]1C(=O)NOC(C)(C)C)[C:2]1[CH:7]=[CH:6][CH:5]=[CH:4][CH:3]=1.FC(F)(F)C(O)=O. Product: [CH2:1]([O:8][C:9](=[O:31])[C@H:10]([CH2:27][CH:28]([CH3:29])[CH3:30])[NH:11][C:12](=[O:26])[C@H:13]1[CH2:17][CH2:16][CH2:15][NH:14]1)[C:2]1[CH:7]=[CH:6][CH:5]=[CH:4][CH:3]=1. The catalyst class is: 4.